Dataset: Peptide-MHC class I binding affinity with 185,985 pairs from IEDB/IMGT. Task: Regression. Given a peptide amino acid sequence and an MHC pseudo amino acid sequence, predict their binding affinity value. This is MHC class I binding data. (1) The peptide sequence is TTPLARAA. The MHC is Mamu-A01 with pseudo-sequence Mamu-A01. The binding affinity (normalized) is 0.623. (2) The peptide sequence is GEGSGARLL. The MHC is HLA-B57:01 with pseudo-sequence HLA-B57:01. The binding affinity (normalized) is 0.0847. (3) The peptide sequence is RCNDTNYSGF. The MHC is Mamu-B03 with pseudo-sequence Mamu-B03. The binding affinity (normalized) is 0. (4) The peptide sequence is VLMIKALEL. The MHC is HLA-A02:03 with pseudo-sequence HLA-A02:03. The binding affinity (normalized) is 0.663. (5) The peptide sequence is SAAAYFVGY. The MHC is HLA-A03:01 with pseudo-sequence HLA-A03:01. The binding affinity (normalized) is 0.584.